From a dataset of Reaction yield outcomes from USPTO patents with 853,638 reactions. Predict the reaction yield, written as a fraction of the theoretical maximum amount of product (1.0 means a 100% yield; for example, 0.34 means a 34% yield). (1) The reactants are [CH2:1]([N:5]1[C:10]([Cl:11])=[CH:9][C:8](=[O:12])[NH:7][C:6]1=[O:13])[CH2:2][CH2:3][CH3:4].C(=O)([O-])[O-].[K+].[K+].[F:20][C:21]1[CH:28]=[CH:27][CH:26]=[CH:25][C:22]=1[CH2:23]Br. The catalyst is CN(C)C=O.[Cl-].[Na+].O. The product is [CH2:1]([N:5]1[C:10]([Cl:11])=[CH:9][C:8](=[O:12])[N:7]([CH2:23][C:22]2[CH:25]=[CH:26][CH:27]=[CH:28][C:21]=2[F:20])[C:6]1=[O:13])[CH2:2][CH2:3][CH3:4]. The yield is 0.890. (2) The reactants are [NH2:1][C:2]1[CH:3]=[C:4]([C@@H:8]([NH:15][C:16]([O:18][CH2:19][C:20]2[CH:25]=[CH:24][CH:23]=[CH:22][CH:21]=2)=[O:17])[CH2:9][C:10]([O:12][CH2:13][CH3:14])=[O:11])[CH:5]=[CH:6][CH:7]=1.C(OC(N[C@@H](C1C=CC=C([N+]([O-])=O)C=1)CC(OCC)=O)=O)C1C=CC=CC=1. The catalyst is [Fe]. The product is [NH2:1][C:2]1[CH:3]=[C:4]([C@H:8]([NH:15][C:16]([O:18][CH2:19][C:20]2[CH:21]=[CH:22][CH:23]=[CH:24][CH:25]=2)=[O:17])[CH2:9][C:10]([O:12][CH2:13][CH3:14])=[O:11])[CH:5]=[CH:6][CH:7]=1. The yield is 0.950. (3) The reactants are [CH3:1][C:2]1[CH:7]=[CH:6][C:5]([C:8]2[O:9][C:10]([CH3:13])=[N:11][N:12]=2)=[CH:4][C:3]=1[C:14]1[CH:19]=[CH:18][C:17]([C:20](O)=[O:21])=[CH:16][CH:15]=1.[CH:23]1([NH2:26])[CH2:25][CH2:24]1.Cl.CN(C)CCCN=C=NCC.ON1C2C=CC=CC=2N=N1. The catalyst is C(Cl)Cl.O. The product is [CH:23]1([NH:26][C:20]([C:17]2[CH:18]=[CH:19][C:14]([C:3]3[CH:4]=[C:5]([C:8]4[O:9][C:10]([CH3:13])=[N:11][N:12]=4)[CH:6]=[CH:7][C:2]=3[CH3:1])=[CH:15][CH:16]=2)=[O:21])[CH2:25][CH2:24]1. The yield is 0.390. (4) The reactants are [NH:1]1[CH2:6][CH2:5][O:4][CH2:3][CH2:2]1.[F:7][C:8]1[CH:13]=[CH:12][CH:11]=[CH:10][C:9]=1[C:14]1[C:19]([C:20]([O:22][CH2:23][CH3:24])=[O:21])=[C:18]([CH3:25])[NH:17][C:16](=O)[N:15]=1.C1CN([P+](Br)(N2CCCC2)N2CCCC2)CC1.F[P-](F)(F)(F)(F)F.C(N(CC)CC)C. The catalyst is O1CCOCC1.CCOC(C)=O. The product is [CH2:23]([O:22][C:20]([C:19]1[C:14]([C:9]2[CH:10]=[CH:11][CH:12]=[CH:13][C:8]=2[F:7])=[N:15][C:16]([N:1]2[CH2:6][CH2:5][O:4][CH2:3][CH2:2]2)=[N:17][C:18]=1[CH3:25])=[O:21])[CH3:24]. The yield is 0.640. (5) The reactants are C([O:8][C:9]1[C:14](=[O:15])[N:13]2[CH:16]=[C:17]([N:20]3[CH2:25][CH2:24][O:23][CH2:22][CH2:21]3)[CH:18]=[CH:19][C:12]2=[N:11][C:10]=1[C:26]1[N:30]=[C:29]([CH2:31][C:32]2[CH:37]=[CH:36][C:35]([F:38])=[CH:34][CH:33]=2)[O:28][N:27]=1)C1C=CC=CC=1.Cl. The catalyst is ClCCl. The product is [F:38][C:35]1[CH:34]=[CH:33][C:32]([CH2:31][C:29]2[O:28][N:27]=[C:26]([C:10]3[N:11]=[C:12]4[CH:19]=[CH:18][C:17]([N:20]5[CH2:21][CH2:22][O:23][CH2:24][CH2:25]5)=[CH:16][N:13]4[C:14](=[O:15])[C:9]=3[OH:8])[N:30]=2)=[CH:37][CH:36]=1. The yield is 0.303.